This data is from Catalyst prediction with 721,799 reactions and 888 catalyst types from USPTO. The task is: Predict which catalyst facilitates the given reaction. Reactant: Br[C:2]1[CH:3]=[C:4]2[C:8](=[CH:9][CH:10]=1)[NH:7][N:6]=[C:5]2[C:11]1[N:12]=[N:13][N:14]([C:16]2[CH:21]=[CH:20][C:19]([C:22]([N:24]3[CH2:29][CH2:28][O:27][CH2:26][CH2:25]3)=[O:23])=[CH:18][CH:17]=2)[CH:15]=1.[CH2:30]([N:37]1[CH2:42][CH:41]=[C:40](B2OC(C)(C)C(C)(C)O2)[CH2:39][CH2:38]1)[C:31]1[CH:36]=[CH:35][CH:34]=[CH:33][CH:32]=1.Cl.C(=O)([O-])[O-].[K+].[K+]. Product: [CH2:30]([N:37]1[CH2:38][CH:39]=[C:40]([C:2]2[CH:3]=[C:4]3[C:8](=[CH:9][CH:10]=2)[NH:7][N:6]=[C:5]3[C:11]2[N:12]=[N:13][N:14]([C:16]3[CH:21]=[CH:20][C:19]([C:22]([N:24]4[CH2:25][CH2:26][O:27][CH2:28][CH2:29]4)=[O:23])=[CH:18][CH:17]=3)[CH:15]=2)[CH2:41][CH2:42]1)[C:31]1[CH:36]=[CH:35][CH:34]=[CH:33][CH:32]=1. The catalyst class is: 38.